From a dataset of Full USPTO retrosynthesis dataset with 1.9M reactions from patents (1976-2016). Predict the reactants needed to synthesize the given product. Given the product [Cl:25][C:22]1[CH:23]=[CH:24][C:7]([C:6]([OH:26])=[O:5])=[CH:8][C:9]=1[C:10]([NH:12][C:13]1[CH:14]=[C:15]2[CH:21]=[CH:20][NH:19][C:16]2=[N:17][CH:18]=1)=[O:11], predict the reactants needed to synthesize it. The reactants are: C([O:5][C:6](=[O:26])[C:7]1[CH:24]=[CH:23][C:22]([Cl:25])=[C:9]([C:10]([NH:12][C:13]2[CH:14]=[C:15]3[CH:21]=[CH:20][NH:19][C:16]3=[N:17][CH:18]=2)=[O:11])[CH:8]=1)(C)(C)C.FC(F)(F)C(O)=O.